Predict the reactants needed to synthesize the given product. From a dataset of Full USPTO retrosynthesis dataset with 1.9M reactions from patents (1976-2016). (1) Given the product [Cl:1][C:2]1[CH:10]=[C:9]2[C:5]([C:6]([CH:17]=[O:18])=[N:7][N:8]2[CH:11]2[CH2:16][CH2:15][CH2:14][CH2:13][O:12]2)=[CH:4][CH:3]=1, predict the reactants needed to synthesize it. The reactants are: [Cl:1][C:2]1[CH:10]=[C:9]2[C:5]([C:6]([CH2:17][OH:18])=[N:7][N:8]2[CH:11]2[CH2:16][CH2:15][CH2:14][CH2:13][O:12]2)=[CH:4][CH:3]=1.CS(C)=O. (2) Given the product [CH2:1]([C:3]1[CH:4]=[N:5][C:6]([N:9]2[CH:13]=[C:12]([CH2:14][CH2:15][CH2:16][O:17][C:22]3[C:27]([O:28][CH3:29])=[CH:26][CH:25]=[CH:24][C:23]=3[CH2:30][C:31]([OH:33])=[O:32])[C:11]([CH:18]([CH3:19])[CH3:20])=[N:10]2)=[N:7][CH:8]=1)[CH3:2], predict the reactants needed to synthesize it. The reactants are: [CH2:1]([C:3]1[CH:4]=[N:5][C:6]([N:9]2[CH:13]=[C:12]([CH2:14][CH2:15][CH2:16][OH:17])[C:11]([CH:18]([CH3:20])[CH3:19])=[N:10]2)=[N:7][CH:8]=1)[CH3:2].O[C:22]1[C:27]([O:28][CH3:29])=[CH:26][CH:25]=[CH:24][C:23]=1[CH2:30][C:31]([O:33]C)=[O:32].C(P(CCCC)CCCC)CCC.N(C(N1CCCCC1)=O)=NC(N1CCCCC1)=O. (3) Given the product [F:1][C:2]1[CH:3]=[C:4]2[C:9](=[CH:10][CH:11]=1)[CH2:8][N:7]([CH2:12][CH2:13][CH2:14][NH:15][C:36]([NH:24][C:25]1[CH:30]=[CH:29][N:28]=[CH:27][CH:26]=1)=[O:37])[CH:6]([CH2:16][C:17]1[CH:18]=[CH:19][C:20]([F:23])=[CH:21][CH:22]=1)[CH2:5]2, predict the reactants needed to synthesize it. The reactants are: [F:1][C:2]1[CH:3]=[C:4]2[C:9](=[CH:10][CH:11]=1)[CH2:8][N:7]([CH2:12][CH2:13][CH2:14][NH2:15])[CH:6]([CH2:16][C:17]1[CH:22]=[CH:21][C:20]([F:23])=[CH:19][CH:18]=1)[CH2:5]2.[NH2:24][C:25]1[CH:30]=[CH:29][N:28]=[CH:27][CH:26]=1.C1N=CN([C:36](N2C=NC=C2)=[O:37])C=1.O.